From a dataset of Forward reaction prediction with 1.9M reactions from USPTO patents (1976-2016). Predict the product of the given reaction. (1) The product is: [C:6]([C:5]1[CH:16]=[CH:14][C:10]([C@H:11]2[CH2:13][C@@H:12]2[C:2]([OH:4])=[O:3])=[CH:9][CH:8]=1)(=[O:7])[NH2:23]. Given the reactants O.[CH:2]([OH:4])=[O:3].[CH3:5][CH2:6][OH:7].[CH3:8][CH2:9][CH2:10][CH:11]([CH3:13])[CH3:12].[C:14](O)([C:16](F)(F)F)=O.CC#[N:23], predict the reaction product. (2) Given the reactants [CH:1]1([C:7](Cl)=[O:8])[CH2:6][CH2:5][CH2:4][CH2:3][CH2:2]1.[CH:10]1([CH2:13][CH2:14][NH:15][C:16]([C:18]2[N:19]=[N:20][C:21]([N:24]3[CH2:29][CH2:28][NH:27][CH2:26][CH2:25]3)=[CH:22][CH:23]=2)=[O:17])[CH2:12][CH2:11]1, predict the reaction product. The product is: [CH:10]1([CH2:13][CH2:14][NH:15][C:16]([C:18]2[N:19]=[N:20][C:21]([N:24]3[CH2:29][CH2:28][N:27]([C:7]([CH:1]4[CH2:6][CH2:5][CH2:4][CH2:3][CH2:2]4)=[O:8])[CH2:26][CH2:25]3)=[CH:22][CH:23]=2)=[O:17])[CH2:12][CH2:11]1. (3) Given the reactants [Br:1][C:2]1[CH:3]=[CH:4][C:5]([F:34])=[C:6]([C@:8]([N:19]([CH2:25][C:26]2[CH:31]=[CH:30][C:29]([O:32][CH3:33])=[CH:28][CH:27]=2)[C:20](=[O:24])[CH2:21][CH2:22]Cl)([CH3:18])[CH2:9][O:10][Si](C(C)(C)C)(C)C)[CH:7]=1.[F-].C([N+](CCCC)(CCCC)CCCC)CCC, predict the reaction product. The product is: [Br:1][C:2]1[CH:3]=[CH:4][C:5]([F:34])=[C:6]([C@@:8]2([CH3:18])[N:19]([CH2:25][C:26]3[CH:31]=[CH:30][C:29]([O:32][CH3:33])=[CH:28][CH:27]=3)[C:20](=[O:24])[CH2:21][CH2:22][O:10][CH2:9]2)[CH:7]=1.